Task: Predict the reactants needed to synthesize the given product.. Dataset: Full USPTO retrosynthesis dataset with 1.9M reactions from patents (1976-2016) (1) Given the product [N+:1]([C:4]1[CH:5]=[CH:6][C:7]2[O:12][C@:11]([CH3:18])([CH:13]([O:16][CH3:17])[O:14][CH3:15])[C@H:10]([OH:19])[C@@H:9]([N:29]([C:24]3[CH:25]=[CH:26][CH:27]=[CH:28][C:23]=3[CH2:21][CH3:22])[CH2:30][C:31]3[N:32]=[N:33][N:34]([CH3:36])[N:35]=3)[C:8]=2[CH:20]=1)([O-:3])=[O:2], predict the reactants needed to synthesize it. The reactants are: [N+:1]([C:4]1[CH:5]=[CH:6][C:7]2[O:12][C@:11]([CH3:18])([CH:13]([O:16][CH3:17])[O:14][CH3:15])[C@@H:10]3[O:19][C@@H:9]3[C:8]=2[CH:20]=1)([O-:3])=[O:2].[CH2:21]([C:23]1[CH:28]=[CH:27][CH:26]=[CH:25][C:24]=1[NH:29][CH2:30][C:31]1[N:32]=[N:33][N:34]([CH3:36])[N:35]=1)[CH3:22]. (2) Given the product [C:15]1([S:12]([N:5]([CH2:4][C:3]([OH:21])=[O:2])[C:6]2[CH:7]=[CH:8][CH:9]=[CH:10][CH:11]=2)(=[O:14])=[O:13])[CH:16]=[CH:17][CH:18]=[CH:19][CH:20]=1, predict the reactants needed to synthesize it. The reactants are: C[O:2][C:3](=[O:21])[CH2:4][N:5]([S:12]([C:15]1[CH:20]=[CH:19][CH:18]=[CH:17][CH:16]=1)(=[O:14])=[O:13])[C:6]1[CH:11]=[CH:10][CH:9]=[CH:8][CH:7]=1.[Li+].[OH-]. (3) The reactants are: Br[CH2:2][C:3]#[C:4][CH3:5].[C:6]([NH:9][C:10]1[CH:15]=[CH:14][CH:13]=[CH:12][C:11]=1[OH:16])(=[O:8])[CH3:7].C(=O)([O-])[O-].[K+].[K+]. Given the product [CH2:2]([O:16][C:11]1[CH:12]=[CH:13][CH:14]=[CH:15][C:10]=1[NH:9][C:6](=[O:8])[CH3:7])[C:3]#[C:4][CH3:5], predict the reactants needed to synthesize it. (4) The reactants are: Cl[C:2]1[CH:7]=[CH:6][CH:5]=[CH:4][CH:3]=1.[NH2:8][CH2:9][CH:10]1[CH2:15][CH2:14][NH:13][CH2:12][CH2:11]1.CC([O-])(C)C.[Na+]. Given the product [NH:13]1[CH2:14][CH2:15][CH:10]([CH2:9][NH:8][C:2]2[CH:7]=[CH:6][CH:5]=[CH:4][CH:3]=2)[CH2:11][CH2:12]1, predict the reactants needed to synthesize it. (5) The reactants are: [O:1]1[C:5]2[CH:6]=[CH:7][C:8]([C:10]3[CH:15]=[CH:14][C:13]([N:16]4[C:20]([CH2:21][C@@H:22]5[CH2:26][CH2:25][N:24]([C:27]([CH:29]6[CH2:31][CH2:30]6)=[O:28])[CH2:23]5)=[N:19][NH:18][C:17]4=[O:32])=[CH:12][CH:11]=3)=[CH:9][C:4]=2[CH:3]=[CH:2]1.C(=O)([O-])[O-].[K+].[K+].Cl[CH2:40][CH2:41][OH:42]. Given the product [O:1]1[C:5]2[CH:6]=[CH:7][C:8]([C:10]3[CH:11]=[CH:12][C:13]([N:16]4[C:20]([CH2:21][C@@H:22]5[CH2:26][CH2:25][N:24]([C:27]([CH:29]6[CH2:30][CH2:31]6)=[O:28])[CH2:23]5)=[N:19][N:18]([CH2:40][CH2:41][OH:42])[C:17]4=[O:32])=[CH:14][CH:15]=3)=[CH:9][C:4]=2[CH:3]=[CH:2]1, predict the reactants needed to synthesize it. (6) Given the product [CH:1]1([CH2:4][C:5]2[C:6]([C:11]3[CH:16]=[CH:15][N:14]=[C:13]([NH:17][C:18]4[CH:23]=[CH:22][N:21]=[CH:20][CH:19]=4)[N:12]=3)=[CH:7][N:26]=[C:27]([NH2:29])[N:28]=2)[CH2:3][CH2:2]1, predict the reactants needed to synthesize it. The reactants are: [CH:1]1([CH2:4][C:5](=O)/[C:6](/[C:11]2[CH:16]=[CH:15][N:14]=[C:13]([NH:17][C:18]3[CH:23]=[CH:22][N:21]=[CH:20][CH:19]=3)[N:12]=2)=[CH:7]\N(C)C)[CH2:3][CH2:2]1.Cl.[NH2:26][C:27]([NH2:29])=[NH:28].C(=O)([O-])[O-].[K+].[K+].